From a dataset of Forward reaction prediction with 1.9M reactions from USPTO patents (1976-2016). Predict the product of the given reaction. Given the reactants [NH2:1][C@:2]12[CH2:37][CH2:36][C@@H:35]([C:38]([CH3:40])=[CH2:39])[C@@H:3]1[C@@H:4]1[C@@:17]([CH3:20])([CH2:18][CH2:19]2)[C@@:16]2([CH3:21])[C@@H:7]([C@:8]3([CH3:34])[C@@H:13]([CH2:14][CH2:15]2)[C:12]([CH3:23])([CH3:22])[C:11]([C:24]2[CH:33]=[CH:32]C(C(OC)=O)=[CH:26][CH:25]=2)=[CH:10][CH2:9]3)[CH2:6][CH2:5]1.[CH:41]1([CH:44]=O)[CH2:43][CH2:42]1.[C:56]([O:55][BH-]([O:55][C:56](=[O:58])[CH3:57])[O:55][C:56](=[O:58])[CH3:57])(=[O:58])[CH3:57].[Na+], predict the reaction product. The product is: [CH:41]1([CH2:44][NH:1][C@:2]23[CH2:37][CH2:36][C@@H:35]([C:38]([CH3:40])=[CH2:39])[C@@H:3]2[C@@H:4]2[C@@:17]([CH3:20])([CH2:18][CH2:19]3)[C@@:16]3([CH3:21])[C@@H:7]([C@:8]4([CH3:34])[C@@H:13]([CH2:14][CH2:15]3)[C:12]([CH3:22])([CH3:23])[C:11]([C:24]3[CH:25]=[CH:26][C:57]([C:56]([OH:55])=[O:58])=[CH:32][CH:33]=3)=[CH:10][CH2:9]4)[CH2:6][CH2:5]2)[CH2:43][CH2:42]1.